From a dataset of Catalyst prediction with 721,799 reactions and 888 catalyst types from USPTO. Predict which catalyst facilitates the given reaction. (1) Reactant: O.[OH-].[Li+].[C:4]1([NH:10][C:11]2[C:19]3[CH:18]=[CH:17][C:16](=[O:20])[N:15]([C:21]4[CH:26]=[CH:25][CH:24]=[CH:23][CH:22]=4)[C:14]=3[S:13][C:12]=2[C:27]([O:29]CC)=[O:28])[CH:9]=[CH:8][CH:7]=[CH:6][CH:5]=1. Product: [O:20]=[C:16]1[N:15]([C:21]2[CH:22]=[CH:23][CH:24]=[CH:25][CH:26]=2)[C:14]2[S:13][C:12]([C:27]([O-:29])=[O:28])=[C:11]([NH:10][C:4]3[CH:9]=[CH:8][CH:7]=[CH:6][CH:5]=3)[C:19]=2[CH:18]=[CH:17]1.[NH4+:10]. The catalyst class is: 20. (2) Reactant: [N:1]1[C:10]2[C:5](=[CH:6][CH:7]=[CH:8][CH:9]=2)[CH:4]=[CH:3][C:2]=1[NH:11][CH:12]1[CH:17]2[CH:13]1[CH2:14][N:15]([C:18]1[N:23]=[CH:22][C:21]([C:24]([O:26]CC)=[O:25])=[CH:20][N:19]=1)[CH2:16]2.O. Product: [N:1]1[C:10]2[C:5](=[CH:6][CH:7]=[CH:8][CH:9]=2)[CH:4]=[CH:3][C:2]=1[NH:11][CH:12]1[CH:13]2[CH:17]1[CH2:16][N:15]([C:18]1[N:23]=[CH:22][C:21]([C:24]([OH:26])=[O:25])=[CH:20][N:19]=1)[CH2:14]2. The catalyst class is: 1. (3) Reactant: [Br:1][C:2]1[CH:7]=[CH:6][C:5]([C@@H:8]([N:10]([CH2:15][CH2:16][C:17](=[N:25][S@:26]([C:28]([CH3:31])([CH3:30])[CH3:29])=[O:27])[C:18]2[CH:23]=[CH:22][C:21]([F:24])=[CH:20][CH:19]=2)[C:11](=[O:14])[O:12][CH3:13])[CH3:9])=[CH:4][CH:3]=1.[CH2:32]([Mg]Br)[CH:33]=[CH2:34]. Product: [Br:1][C:2]1[CH:3]=[CH:4][C:5]([C@@H:8]([N:10]([CH2:15][CH2:16][C@:17]([NH:25][S@:26]([C:28]([CH3:30])([CH3:29])[CH3:31])=[O:27])([C:18]2[CH:19]=[CH:20][C:21]([F:24])=[CH:22][CH:23]=2)[CH2:34][CH:33]=[CH2:32])[C:11](=[O:14])[O:12][CH3:13])[CH3:9])=[CH:6][CH:7]=1. The catalyst class is: 1. (4) Reactant: [CH3:1][NH:2][CH2:3][CH2:4][C@H:5]([O:11][C:12]1[CH:13]=[CH:14][CH:15]=[C:16]2[CH:21]=[CH:20][CH:19]=[CH:18][C:17]=12)[C:6]1[S:10][CH:9]=[CH:8][CH:7]=1.[C:22]([OH:29])(=[O:28])/[CH:23]=[CH:24]/[C:25]([OH:27])=[O:26]. Product: [C:22]([OH:29])(=[O:28])/[CH:23]=[CH:24]/[C:25]([OH:27])=[O:26].[CH3:1][NH:2][CH2:3][CH2:4][CH:5]([O:11][C:12]1[C:17]2[C:16](=[CH:21][CH:20]=[CH:19][CH:18]=2)[CH:15]=[CH:14][CH:13]=1)[C:6]1[S:10][CH:9]=[CH:8][CH:7]=1. The catalyst class is: 21. (5) Reactant: [Br:1][C:2]1[CH:3]=[CH:4][C:5]([CH:9]2[CH2:11][CH2:10]2)=[C:6]([CH:8]=1)N.O.C1(C)C=CC(S(O)(=O)=O)=CC=1.N([O-])=O.[Na+].[I-:28].[K+].C(=O)(O)[O-].[Na+].S(S([O-])=O)([O-])(=O)=O.[Na+].[Na+]. Product: [Br:1][C:2]1[CH:3]=[CH:4][C:5]([CH:9]2[CH2:11][CH2:10]2)=[C:6]([I:28])[CH:8]=1. The catalyst class is: 744. (6) Reactant: [CH3:1][N:2]1[CH2:7][CH2:6][N:5]([C:8]2[CH:15]=[CH:14][C:11]([CH2:12][NH2:13])=[CH:10][CH:9]=2)[CH2:4][CH2:3]1.[Cl:16][C:17]1[N:26]([C:27]2([C:32](OC)=[O:33])[CH2:31][CH2:30][CH2:29][CH2:28]2)[C:25](=[O:36])[C:24]2[C:19](=[CH:20][CH:21]=[CH:22][CH:23]=2)[N:18]=1. Product: [ClH:16].[CH3:1][N:2]1[CH2:7][CH2:6][N:5]([C:8]2[CH:15]=[CH:14][C:11]([CH2:12][N:13]3[C:17]4=[N:18][C:19]5[C:24]([C:25](=[O:36])[N:26]4[C:27]4([CH2:31][CH2:30][CH2:29][CH2:28]4)[C:32]3=[O:33])=[CH:23][CH:22]=[CH:21][CH:20]=5)=[CH:10][CH:9]=2)[CH2:4][CH2:3]1. The catalyst class is: 1.